Dataset: Reaction yield outcomes from USPTO patents with 853,638 reactions. Task: Predict the reaction yield, written as a fraction of the theoretical maximum amount of product (1.0 means a 100% yield; for example, 0.34 means a 34% yield). (1) The yield is 0.340. The catalyst is CN1C(=O)CCC1.O. The reactants are [CH:1]([CH:4]1[C:9](=O)[NH:8][CH2:7][CH2:6][N:5]1[C:11]([O:13][C:14]([CH3:17])([CH3:16])[CH3:15])=[O:12])([CH3:3])[CH3:2].Br[C:19]1[CH:25]=[C:24]([S:26]([CH3:29])(=[O:28])=[O:27])[CH:23]=[CH:22][C:20]=1[NH2:21].CN[C@@H]1CCCC[C@@H]1NC. The product is [CH:1]([CH:4]1[N:5]([C:11]([O:13][C:14]([CH3:17])([CH3:16])[CH3:15])=[O:12])[CH2:6][CH2:7][N:8]2[C:19]3[CH:25]=[C:24]([S:26]([CH3:29])(=[O:27])=[O:28])[CH:23]=[CH:22][C:20]=3[N:21]=[C:9]12)([CH3:3])[CH3:2]. (2) The product is [F:27][CH2:26][CH2:25][O:12][C:11]1[C:2]([OH:1])=[CH:3][C:4]([C:5]([O:7][CH3:8])=[O:6])=[CH:9][C:10]=1[OH:13]. The catalyst is [I-].[K+].O. The yield is 0.220. The reactants are [OH:1][C:2]1[CH:3]=[C:4]([CH:9]=[C:10]([OH:13])[C:11]=1[OH:12])[C:5]([O:7][CH3:8])=[O:6].CS(C)=O.C(=O)([O-])[O-].[K+].[K+].Br[CH2:25][CH2:26][F:27]. (3) The reactants are [CH3:1][N:2]1[CH2:7][CH2:6][C:5]([C:11]2[CH:16]=[CH:15][CH:14]=[CH:13][CH:12]=2)([C:8](Cl)=[O:9])[CH2:4][CH2:3]1.[C:17]1([CH2:23][NH2:24])[CH:22]=[CH:21][CH:20]=[CH:19][CH:18]=1.C(N(CC)CC)C.C([O-])([O-])=O.[K+].[K+]. The catalyst is C(Cl)Cl.O. The product is [CH3:1][N:2]1[CH2:7][CH2:6][C:5]([C:11]2[CH:16]=[CH:15][CH:14]=[CH:13][CH:12]=2)([C:8]([NH:24][CH2:23][C:17]2[CH:22]=[CH:21][CH:20]=[CH:19][CH:18]=2)=[O:9])[CH2:4][CH2:3]1. The yield is 0.950. (4) The reactants are [N+:1]1([O-:14])[CH:2]=[CH:3][CH:4]=[C:5]2[C:13]3[C:8](=[CH:9][CH:10]=[CH:11][CH:12]=3)[NH:7][C:6]=12.[Cl:15]C1C=CC2C3C(=CC=CC=3)NC=2N=1.OO. The catalyst is CC(O)=O. The product is [Cl:15][C:11]1[CH:12]=[C:13]2[C:8](=[CH:9][CH:10]=1)[NH:7][C:6]1=[N+:1]([O-:14])[CH:2]=[CH:3][CH:4]=[C:5]21. The yield is 0.500.